From a dataset of NCI-60 drug combinations with 297,098 pairs across 59 cell lines. Regression. Given two drug SMILES strings and cell line genomic features, predict the synergy score measuring deviation from expected non-interaction effect. (1) Drug 1: COC1=C(C=C2C(=C1)N=CN=C2NC3=CC(=C(C=C3)F)Cl)OCCCN4CCOCC4. Drug 2: CC1CCC2CC(C(=CC=CC=CC(CC(C(=O)C(C(C(=CC(C(=O)CC(OC(=O)C3CCCCN3C(=O)C(=O)C1(O2)O)C(C)CC4CCC(C(C4)OC)OCCO)C)C)O)OC)C)C)C)OC. Cell line: HL-60(TB). Synergy scores: CSS=29.2, Synergy_ZIP=1.83, Synergy_Bliss=14.0, Synergy_Loewe=11.9, Synergy_HSA=12.8. (2) Drug 1: CC1OCC2C(O1)C(C(C(O2)OC3C4COC(=O)C4C(C5=CC6=C(C=C35)OCO6)C7=CC(=C(C(=C7)OC)O)OC)O)O. Drug 2: B(C(CC(C)C)NC(=O)C(CC1=CC=CC=C1)NC(=O)C2=NC=CN=C2)(O)O. Cell line: A498. Synergy scores: CSS=27.8, Synergy_ZIP=-4.77, Synergy_Bliss=-7.18, Synergy_Loewe=-4.04, Synergy_HSA=-3.91. (3) Drug 1: C1=NC2=C(N=C(N=C2N1C3C(C(C(O3)CO)O)O)F)N. Drug 2: B(C(CC(C)C)NC(=O)C(CC1=CC=CC=C1)NC(=O)C2=NC=CN=C2)(O)O. Cell line: HOP-92. Synergy scores: CSS=26.2, Synergy_ZIP=-2.04, Synergy_Bliss=1.57, Synergy_Loewe=-17.4, Synergy_HSA=0.211. (4) Drug 1: CC1C(C(CC(O1)OC2CC(CC3=C2C(=C4C(=C3O)C(=O)C5=C(C4=O)C(=CC=C5)OC)O)(C(=O)C)O)N)O.Cl. Synergy scores: CSS=27.4, Synergy_ZIP=3.52, Synergy_Bliss=7.59, Synergy_Loewe=-33.2, Synergy_HSA=6.46. Drug 2: CC1=CC=C(C=C1)C2=CC(=NN2C3=CC=C(C=C3)S(=O)(=O)N)C(F)(F)F. Cell line: NCI-H460. (5) Drug 1: CC1=CC=C(C=C1)C2=CC(=NN2C3=CC=C(C=C3)S(=O)(=O)N)C(F)(F)F. Drug 2: C1=CN(C(=O)N=C1N)C2C(C(C(O2)CO)O)O.Cl. Cell line: EKVX. Synergy scores: CSS=6.89, Synergy_ZIP=1.70, Synergy_Bliss=5.42, Synergy_Loewe=1.69, Synergy_HSA=2.96. (6) Drug 1: C1CC(=O)NC(=O)C1N2CC3=C(C2=O)C=CC=C3N. Drug 2: C1C(C(OC1N2C=NC(=NC2=O)N)CO)O. Cell line: RPMI-8226. Synergy scores: CSS=54.8, Synergy_ZIP=8.32, Synergy_Bliss=10.5, Synergy_Loewe=1.03, Synergy_HSA=14.0. (7) Drug 1: COC1=CC(=CC(=C1O)OC)C2C3C(COC3=O)C(C4=CC5=C(C=C24)OCO5)OC6C(C(C7C(O6)COC(O7)C8=CC=CS8)O)O. Cell line: KM12. Synergy scores: CSS=19.2, Synergy_ZIP=-3.32, Synergy_Bliss=0.150, Synergy_Loewe=-23.5, Synergy_HSA=-0.510. Drug 2: C(CN)CNCCSP(=O)(O)O. (8) Drug 1: B(C(CC(C)C)NC(=O)C(CC1=CC=CC=C1)NC(=O)C2=NC=CN=C2)(O)O. Drug 2: CC1C(C(CC(O1)OC2CC(CC3=C2C(=C4C(=C3O)C(=O)C5=C(C4=O)C(=CC=C5)OC)O)(C(=O)CO)O)N)O.Cl. Cell line: SNB-75. Synergy scores: CSS=69.6, Synergy_ZIP=1.13, Synergy_Bliss=1.67, Synergy_Loewe=5.22, Synergy_HSA=6.64. (9) Cell line: TK-10. Drug 2: C1=NNC2=C1C(=O)NC=N2. Drug 1: CC12CCC3C(C1CCC2O)C(CC4=C3C=CC(=C4)O)CCCCCCCCCS(=O)CCCC(C(F)(F)F)(F)F. Synergy scores: CSS=-1.43, Synergy_ZIP=0.953, Synergy_Bliss=0.503, Synergy_Loewe=-1.28, Synergy_HSA=-1.74. (10) Drug 1: C1=NC2=C(N1)C(=S)N=C(N2)N. Drug 2: CC(C)(C#N)C1=CC(=CC(=C1)CN2C=NC=N2)C(C)(C)C#N. Cell line: HCT-15. Synergy scores: CSS=30.0, Synergy_ZIP=-2.25, Synergy_Bliss=-3.33, Synergy_Loewe=-7.54, Synergy_HSA=-4.45.